From a dataset of Peptide-MHC class II binding affinity with 134,281 pairs from IEDB. Regression. Given a peptide amino acid sequence and an MHC pseudo amino acid sequence, predict their binding affinity value. This is MHC class II binding data. (1) The peptide sequence is INEPTAAAIAYHLDR. The MHC is HLA-DQA10501-DQB10301 with pseudo-sequence HLA-DQA10501-DQB10301. The binding affinity (normalized) is 0.567. (2) The peptide sequence is YDKFLANVSTVLDGK. The MHC is DRB3_0202 with pseudo-sequence DRB3_0202. The binding affinity (normalized) is 0.881. (3) The peptide sequence is AFKVAATAANAAPAN. The MHC is HLA-DPA10201-DPB10501 with pseudo-sequence HLA-DPA10201-DPB10501. The binding affinity (normalized) is 0.422.